This data is from Full USPTO retrosynthesis dataset with 1.9M reactions from patents (1976-2016). The task is: Predict the reactants needed to synthesize the given product. (1) Given the product [Cl:39][C:11]1[C:16]([C:17]([C:19]2[S:20][C:21]([CH3:34])=[C:22]([C@H:24]3[C:33]4[C:28](=[CH:29][CH:30]=[CH:31][CH:32]=4)[CH2:27][CH2:26][O:25]3)[CH:23]=2)=[O:18])=[CH:15][N:14]=[CH:13][N:12]=1, predict the reactants needed to synthesize it. The reactants are: S(=O)(=O)(OC[C@H]1C[C@@H](N[C:11]2[C:16]([C:17]([C:19]3[S:20][C:21]([CH3:34])=[C:22]([C@H:24]4[C:33]5[C:28](=[CH:29][CH:30]=[CH:31][CH:32]=5)[CH2:27][CH2:26][O:25]4)[CH:23]=3)=[O:18])=[CH:15][N:14]=[CH:13][N:12]=2)C[C@@H]1O)N.C(Cl)[Cl:39]. (2) Given the product [F:1][C:2]1[CH:7]=[CH:6][C:5]([C:8]2[C:13]([CH3:14])=[CH:12][C:11]([O:15][CH2:16][C:17]3([F:23])[CH2:18][CH2:19][O:20][CH2:21][CH2:22]3)=[CH:10][C:9]=2[CH3:24])=[CH:4][C:3]=1[CH2:25][O:26][C:27]1[N:32]=[CH:31][C:30]2[C@@H:33]3[C@@H:36]([C:37]([OH:39])=[O:38])[C@@H:34]3[CH2:35][C:29]=2[CH:28]=1, predict the reactants needed to synthesize it. The reactants are: [F:1][C:2]1[CH:7]=[CH:6][C:5]([C:8]2[C:13]([CH3:14])=[CH:12][C:11]([O:15][CH2:16][C:17]3([F:23])[CH2:22][CH2:21][O:20][CH2:19][CH2:18]3)=[CH:10][C:9]=2[CH3:24])=[CH:4][C:3]=1[CH2:25][O:26][C:27]1[N:32]=[CH:31][C:30]2[CH:33]3[CH:36]([C:37]([O:39]CC)=[O:38])[CH:34]3[CH2:35][C:29]=2[CH:28]=1.O[Li].O. (3) Given the product [CH3:17][O:18][C:19]1[CH:24]=[CH:23][C:22]([O:1][CH2:2][CH2:3][NH:4][C:5]2[CH:12]=[CH:11][C:8]([C:9]#[N:10])=[C:7]([C:13]([F:14])([F:15])[F:16])[CH:6]=2)=[CH:21][CH:20]=1, predict the reactants needed to synthesize it. The reactants are: [OH:1][CH2:2][CH2:3][NH:4][C:5]1[CH:12]=[CH:11][C:8]([C:9]#[N:10])=[C:7]([C:13]([F:16])([F:15])[F:14])[CH:6]=1.[CH3:17][O:18][C:19]1[CH:24]=[CH:23][C:22](O)=[CH:21][CH:20]=1. (4) Given the product [CH3:1][O:2][C:3]1[CH:4]=[C:5]([C:9]2[N:29]=[C:12]3[CH:13]=[C:14]([NH:17][C:18]([C:20]4[N:24]([CH3:25])[N:23]=[CH:22][C:21]=4[C:26]([N:30]4[CH2:35][CH2:34][O:33][CH2:32][CH2:31]4)=[O:27])=[O:19])[CH:15]=[CH:16][N:11]3[N:10]=2)[CH:6]=[CH:7][CH:8]=1, predict the reactants needed to synthesize it. The reactants are: [CH3:1][O:2][C:3]1[CH:4]=[C:5]([C:9]2[N:29]=[C:12]3[CH:13]=[C:14]([NH:17][C:18]([C:20]4[N:24]([CH3:25])[N:23]=[CH:22][C:21]=4[C:26](O)=[O:27])=[O:19])[CH:15]=[CH:16][N:11]3[N:10]=2)[CH:6]=[CH:7][CH:8]=1.[NH:30]1[CH2:35][CH2:34][O:33][CH2:32][CH2:31]1. (5) Given the product [C:32]([N:29]1[CH2:28][CH2:27][N:26]([C:20]2[N:21]=[C:22]([O:23][CH2:24][CH3:25])[C:17]([NH:16][C:13]([C:10]3[C:9]4[C:2](=[O:1])[N:36]([CH3:35])[C:4]([CH3:5])([CH3:6])[CH2:7][C:8]=4[O:12][CH:11]=3)=[O:15])=[CH:18][CH:19]=2)[CH2:31][CH2:30]1)(=[O:34])[CH3:33], predict the reactants needed to synthesize it. The reactants are: [O:1]=[C:2]1[C:9]2[C:10]([C:13]([OH:15])=O)=[CH:11][O:12][C:8]=2[CH2:7][C:4]2([CH2:6][CH2:5]2)C1.[NH2:16][C:17]1[CH:18]=[CH:19][C:20]([N:26]2[CH2:31][CH2:30][N:29]([C:32](=[O:34])[CH3:33])[CH2:28][CH2:27]2)=[N:21][C:22]=1[O:23][CH2:24][CH3:25].[CH3:35][N:36]1C=C2C(C=CC(N)=C2)=N1.C(O)C. (6) Given the product [CH3:29][N:21]1[C:22]([C:23]2[CH:28]=[CH:27][N:26]=[CH:25][CH:24]=2)=[C:32]([C:33]2[CH:38]=[CH:37][CH:36]=[CH:35][CH:34]=2)[N:39]=[C:19]1[C:18]1[CH:30]=[CH:31][C:15]([O:14][CH3:13])=[CH:16][CH:17]=1, predict the reactants needed to synthesize it. The reactants are: C(NC(C)C)(C)C.C([Li])CCC.[CH3:13][O:14][C:15]1[CH:31]=[CH:30][C:18]([C:19]([N:21]([CH3:29])[CH2:22][C:23]2[CH:28]=[CH:27][N:26]=[CH:25][CH:24]=2)=O)=[CH:17][CH:16]=1.[C:32](#[N:39])[C:33]1[CH:38]=[CH:37][CH:36]=[CH:35][CH:34]=1.[NH4+].[Cl-]. (7) Given the product [CH2:4]([C:3]1([CH2:8][OH:9])[CH2:6][O:7][C:12]([CH3:13])([CH3:16])[O:2][CH2:1]1)[CH3:5], predict the reactants needed to synthesize it. The reactants are: [CH2:1]([C:3]([CH2:8][OH:9])([CH2:6][OH:7])[CH2:4][CH3:5])[OH:2].CO[CH:12](OC)[CH3:13].[CH2:16](N(CC)CC)C. (8) Given the product [NH2:23][C:20]1[CH:21]=[CH:22][C:17]([N:13]2[CH2:14][CH2:15][O:16][CH:11]([CH2:10][CH2:9][O:8][Si:1]([C:4]([CH3:6])([CH3:5])[CH3:7])([CH3:2])[CH3:3])[C:12]2=[O:26])=[CH:18][CH:19]=1, predict the reactants needed to synthesize it. The reactants are: [Si:1]([O:8][CH2:9][CH2:10][CH:11]1[O:16][CH2:15][CH2:14][N:13]([C:17]2[CH:22]=[CH:21][C:20]([N+:23]([O-])=O)=[CH:19][CH:18]=2)[C:12]1=[O:26])([C:4]([CH3:7])([CH3:6])[CH3:5])([CH3:3])[CH3:2]. (9) The reactants are: [F:1][C:2]1[CH:3]=[C:4]2[C:9](=[CH:10][CH:11]=1)[N:8]=[CH:7][CH:6]=[C:5]2[C@H:12]1[CH2:17][CH2:16][C@H:15]([NH2:18])[CH2:14][CH2:13]1.[Cl:19][C:20]1[CH:25]=[CH:24][C:23]([CH2:26][C:27](Cl)=[O:28])=[CH:22][CH:21]=1.C(N(CC)CC)C. Given the product [Cl:19][C:20]1[CH:25]=[CH:24][C:23]([CH2:26][C:27]([NH:18][C@H:15]2[CH2:16][CH2:17][C@H:12]([C:5]3[C:4]4[C:9](=[CH:10][CH:11]=[C:2]([F:1])[CH:3]=4)[N:8]=[CH:7][CH:6]=3)[CH2:13][CH2:14]2)=[O:28])=[CH:22][CH:21]=1, predict the reactants needed to synthesize it. (10) Given the product [N+:1]([C:4]1[CH:5]=[C:6]2[C:10](=[CH:11][CH:12]=1)[N:9]([C:13]([C:20]1[CH:25]=[CH:24][CH:23]=[CH:22][CH:21]=1)([C:26]1[CH:27]=[CH:28][CH:29]=[CH:30][CH:31]=1)[C:14]1[CH:15]=[CH:16][CH:17]=[CH:18][CH:19]=1)[N:8]=[C:7]2[C:32]1[CH:33]=[N:34][N:35]([C:45]([O:44][C:40]([CH3:43])([CH3:42])[CH3:41])=[O:46])[CH:36]=1)([O-:3])=[O:2], predict the reactants needed to synthesize it. The reactants are: [N+:1]([C:4]1[CH:5]=[C:6]2[C:10](=[CH:11][CH:12]=1)[N:9]([C:13]([C:26]1[CH:31]=[CH:30][CH:29]=[CH:28][CH:27]=1)([C:20]1[CH:25]=[CH:24][CH:23]=[CH:22][CH:21]=1)[C:14]1[CH:19]=[CH:18][CH:17]=[CH:16][CH:15]=1)[N:8]=[C:7]2[C:32]1[CH:33]=[N:34][NH:35][CH:36]=1)([O-:3])=[O:2].C(Cl)Cl.[C:40]([O:44][C:45](O[C:45]([O:44][C:40]([CH3:43])([CH3:42])[CH3:41])=[O:46])=[O:46])([CH3:43])([CH3:42])[CH3:41].